This data is from Forward reaction prediction with 1.9M reactions from USPTO patents (1976-2016). The task is: Predict the product of the given reaction. (1) Given the reactants [F:1][C:2]1[CH:3]=[CH:4][C:5]([C:15]([O:17][CH3:18])=[O:16])=[N:6][C:7]=1[CH:8]1[CH2:13][CH2:12][C:11](=[O:14])[CH2:10][CH2:9]1.[BH4-].[Na+], predict the reaction product. The product is: [F:1][C:2]1[CH:3]=[CH:4][C:5]([C:15]([O:17][CH3:18])=[O:16])=[N:6][C:7]=1[CH:8]1[CH2:9][CH2:10][CH:11]([OH:14])[CH2:12][CH2:13]1. (2) Given the reactants Br[C:2]1[CH:42]=[CH:41][C:5]([CH2:6][O:7][CH:8]2[CH:13]([C:14]3[CH:19]=[CH:18][C:17]([O:20][CH2:21][CH2:22][CH2:23][O:24][CH2:25][C:26]4[CH:31]=[CH:30][CH:29]=[CH:28][C:27]=4[O:32][CH3:33])=[CH:16][CH:15]=3)[CH2:12][CH2:11][N:10]([C:34]([O:36][C:37]([CH3:40])([CH3:39])[CH3:38])=[O:35])[CH2:9]2)=[CH:4][C:3]=1[O:43][CH2:44][CH2:45][CH2:46][O:47][CH3:48].[CH2:49](O)[CH3:50].[C:52](=[O:55])([O-])[O-].[Na+].[Na+].[C:58](=O)([O-])O.[Na+], predict the reaction product. The product is: [O:55]1[CH:52]=[CH:50][CH:49]=[C:58]1[C:2]1[CH:42]=[CH:41][C:5]([CH2:6][O:7][CH:8]2[CH:13]([C:14]3[CH:15]=[CH:16][C:17]([O:20][CH2:21][CH2:22][CH2:23][O:24][CH2:25][C:26]4[CH:31]=[CH:30][CH:29]=[CH:28][C:27]=4[O:32][CH3:33])=[CH:18][CH:19]=3)[CH2:12][CH2:11][N:10]([C:34]([O:36][C:37]([CH3:38])([CH3:39])[CH3:40])=[O:35])[CH2:9]2)=[CH:4][C:3]=1[O:43][CH2:44][CH2:45][CH2:46][O:47][CH3:48]. (3) The product is: [C:14]([C:17]1[C:25]2[C:20](=[CH:21][C:22]([CH3:1])=[CH:23][CH:24]=2)[N:19]([CH2:27][C:28]([OH:30])=[O:29])[N:18]=1)(=[O:16])[NH2:15]. Given the reactants [CH3:1]C1C=C2C(C(C(O)=O)=NN2)=CC=1.[C:14]([C:17]1[C:25]2[C:20](=[CH:21][C:22](Cl)=[CH:23][CH:24]=2)[N:19]([CH2:27][C:28]([OH:30])=[O:29])[N:18]=1)(=[O:16])[NH2:15], predict the reaction product. (4) Given the reactants CO[C:3](=[O:14])[C:4]1[CH:9]=[CH:8][CH:7]=[C:6]([O:10][CH3:11])[C:5]=1[CH2:12]Br.[CH2:15]([NH2:22])[C:16]1[CH:21]=[CH:20][CH:19]=[CH:18][CH:17]=1.C([O-])([O-])=O.[K+].[K+].C(OCC)(=O)C, predict the reaction product. The product is: [CH2:15]([N:22]1[CH2:12][C:5]2[C:4](=[CH:9][CH:8]=[CH:7][C:6]=2[O:10][CH3:11])[C:3]1=[O:14])[C:16]1[CH:21]=[CH:20][CH:19]=[CH:18][CH:17]=1. (5) Given the reactants [CH3:1][O:2][C:3]([C:5]1[C:6](=[O:22])[O:7][CH:8]([C:16]2[CH:21]=[CH:20][CH:19]=[CH:18][CH:17]=2)[C:9]=1[C:10]1[CH:15]=[CH:14][CH:13]=[CH:12][CH:11]=1)=[O:4].[CH2:23](O)[CH2:24][CH2:25][CH2:26]C, predict the reaction product. The product is: [CH2:1]([O:2][C:3]([C:5]1[C:6](=[O:22])[O:7][CH:8]([C:16]2[CH:21]=[CH:20][CH:19]=[CH:18][CH:17]=2)[C:9]=1[C:10]1[CH:15]=[CH:14][CH:13]=[CH:12][CH:11]=1)=[O:4])[CH2:23][CH2:24][CH2:25][CH3:26]. (6) Given the reactants [C:1]([O:5][C:6]([N:8]1[CH2:13][CH2:12][CH:11]([C:14]2[CH:19]=[CH:18][C:17]([O:20][CH2:21][CH2:22][CH2:23][O:24][CH2:25][C:26]3[CH:31]=[CH:30][CH:29]=[CH:28][C:27]=3[O:32][CH3:33])=[CH:16][CH:15]=2)[CH:10]([OH:34])[CH2:9]1)=[O:7])([CH3:4])([CH3:3])[CH3:2].Cl[CH2:36][C:37]1[CH:46]=[CH:45][C:44]2[C:39](=[CH:40][C:41]([O:47]COCC[Si](C)(C)C)=[CH:42][CH:43]=2)[CH:38]=1, predict the reaction product. The product is: [C:1]([O:5][C:6]([N:8]1[CH2:13][CH2:12][CH:11]([C:14]2[CH:19]=[CH:18][C:17]([O:20][CH2:21][CH2:22][CH2:23][O:24][CH2:25][C:26]3[CH:31]=[CH:30][CH:29]=[CH:28][C:27]=3[O:32][CH3:33])=[CH:16][CH:15]=2)[CH:10]([O:34][CH2:36][C:37]2[CH:46]=[CH:45][C:44]3[C:39](=[CH:40][C:41]([OH:47])=[CH:42][CH:43]=3)[CH:38]=2)[CH2:9]1)=[O:7])([CH3:3])([CH3:4])[CH3:2]. (7) Given the reactants [Cl:1][C:2]1[N:3]=[N:4][C:5]([Cl:9])=[CH:6][C:7]=1Cl.[CH2:10]([NH2:12])[CH3:11], predict the reaction product. The product is: [Cl:1][C:2]1[N:3]=[N:4][C:5]([Cl:9])=[CH:6][C:7]=1[NH:12][CH2:10][CH3:11]. (8) Given the reactants Br[C:2]1[C:7]([N:8]([CH2:16][CH2:17][CH:18]=[CH2:19])[C:9](=[O:15])[O:10][C:11]([CH3:14])([CH3:13])[CH3:12])=[CH:6][CH:5]=[CH:4][N:3]=1.C1C=CC(P(C2C=CC=CC=2)C2C=CC=CC=2)=CC=1.CC([O-])=O.[K+], predict the reaction product. The product is: [CH2:19]=[C:18]1[C:2]2[C:7](=[CH:6][CH:5]=[CH:4][N:3]=2)[N:8]([C:9]([O:10][C:11]([CH3:14])([CH3:13])[CH3:12])=[O:15])[CH2:16][CH2:17]1. (9) Given the reactants [CH3:1][C:2]1[C:7]([CH2:8][NH2:9])=[C:6]([CH3:10])[CH:5]=[C:4]([CH3:11])[C:3]=1[CH2:12][NH2:13].S(C1C=CC(C)=CC=1)([O-])(=O)=O.N1([C:34]([NH2:36])=[NH2+:35])C2C=CC=CC=2N=N1.C([N:40]([CH2:44]C)C(C)C)(C)C.C[N:47](C)C=O, predict the reaction product. The product is: [NH:13]([CH2:12][C:3]1[C:2]([CH3:1])=[C:7]([C:6]([CH3:10])=[CH:5][C:4]=1[CH3:11])[CH2:8][NH:9][C:34]([NH2:36])=[NH:35])[C:44]([NH2:40])=[NH:47].